Dataset: Reaction yield outcomes from USPTO patents with 853,638 reactions. Task: Predict the reaction yield, written as a fraction of the theoretical maximum amount of product (1.0 means a 100% yield; for example, 0.34 means a 34% yield). The reactants are [Cl:1][C:2]1[CH:3]=[C:4]([CH:7]=[CH:8][C:9]=1[F:10])[CH:5]=O.[CH2:11]([O:13][C:14]([C@H:16]1[C@@H:21]([NH2:22])[C@H:20]2[CH2:23][C@@H:17]1[CH2:18][CH2:19]2)=[O:15])[CH3:12].C([BH3-])#N.[Na+]. The catalyst is C(O)(=O)C.CO. The product is [CH2:11]([O:13][C:14]([C@H:16]1[C@@H:21]([NH:22][CH2:5][C:4]2[CH:7]=[CH:8][C:9]([F:10])=[C:2]([Cl:1])[CH:3]=2)[C@H:20]2[CH2:23][C@@H:17]1[CH2:18][CH2:19]2)=[O:15])[CH3:12]. The yield is 0.770.